Dataset: TCR-epitope binding with 47,182 pairs between 192 epitopes and 23,139 TCRs. Task: Binary Classification. Given a T-cell receptor sequence (or CDR3 region) and an epitope sequence, predict whether binding occurs between them. (1) The epitope is YFPLQSYGF. The TCR CDR3 sequence is CASSPTLASFYNEQFF. Result: 1 (the TCR binds to the epitope). (2) Result: 0 (the TCR does not bind to the epitope). The TCR CDR3 sequence is CASSQDRGMNTEAFF. The epitope is YLQPRTFLL. (3) The epitope is LPAADLDDF. The TCR CDR3 sequence is CASLNDPLHF. Result: 0 (the TCR does not bind to the epitope). (4) The epitope is PROT_97E67BCC. The TCR CDR3 sequence is CASSHRASGGDTQYF. Result: 1 (the TCR binds to the epitope). (5) The epitope is ALSKGVHFV. The TCR CDR3 sequence is CSVDGGGPSAADTQYF. Result: 0 (the TCR does not bind to the epitope). (6) The epitope is LLWNGPMAV. The TCR CDR3 sequence is CSATGNRGADTQYF. Result: 1 (the TCR binds to the epitope).